Task: Predict the reaction yield, written as a fraction of the theoretical maximum amount of product (1.0 means a 100% yield; for example, 0.34 means a 34% yield).. Dataset: Reaction yield outcomes from USPTO patents with 853,638 reactions (1) The reactants are Br[C:2]1[CH:3]=[CH:4][C:5]([O:27][CH3:28])=[C:6]([C:8]2[CH:17]=[C:16]3[C:11]([C:12]([NH:21][C@@H:22]([CH:24]4[CH2:26][CH2:25]4)[CH3:23])=[C:13]([C:18]([NH2:20])=[O:19])[N:14]=[N:15]3)=[CH:10][CH:9]=2)[CH:7]=1.[O:29]1[CH2:33][CH2:32][NH:31][C:30]1=[O:34].C([O-])([O-])=O.[K+].[K+].[C@H]1(N)CCCC[C@@H]1N. The catalyst is O1CCOCC1.I[Cu]. The product is [CH:24]1([C@H:22]([NH:21][C:12]2[C:11]3[C:16](=[CH:17][C:8]([C:6]4[CH:7]=[C:2]([N:31]5[CH2:32][CH2:33][O:29][C:30]5=[O:34])[CH:3]=[CH:4][C:5]=4[O:27][CH3:28])=[CH:9][CH:10]=3)[N:15]=[N:14][C:13]=2[C:18]([NH2:20])=[O:19])[CH3:23])[CH2:25][CH2:26]1. The yield is 0.230. (2) The catalyst is O. The yield is 0.900. The reactants are [C:1]1([CH:7]([C:26]2[CH:31]=[CH:30][CH:29]=[CH:28][CH:27]=2)[N:8]2[CH2:11][CH:10]([N:12]3[CH2:17][CH2:16][N:15]([C:18](OC(C)(C)C)=O)[C@H:14]([CH3:25])[CH2:13]3)[CH2:9]2)[CH:6]=[CH:5][CH:4]=[CH:3][CH:2]=1.C1COCC1.[H-].[Al+3].[Li+].[H-].[H-].[H-].[OH-].[Na+]. The product is [C:26]1([CH:7]([C:1]2[CH:6]=[CH:5][CH:4]=[CH:3][CH:2]=2)[N:8]2[CH2:11][CH:10]([N:12]3[CH2:17][CH2:16][N:15]([CH3:18])[C@H:14]([CH3:25])[CH2:13]3)[CH2:9]2)[CH:27]=[CH:28][CH:29]=[CH:30][CH:31]=1. (3) The reactants are [CH2:1]([C:5]1[C:9]([CH2:10][O:11][C:12]2[CH:20]=[CH:19][C:15]([C:16]([OH:18])=O)=[CH:14][N:13]=2)=[C:8]([CH2:21][OH:22])[O:7][N:6]=1)[CH2:2][CH2:3][CH3:4].[CH3:23][C:24]1([NH2:28])[CH2:27][O:26][CH2:25]1. No catalyst specified. The product is [CH2:1]([C:5]1[C:9]([CH2:10][O:11][C:12]2[CH:20]=[CH:19][C:15]([C:16]([NH:28][C:24]3([CH3:23])[CH2:27][O:26][CH2:25]3)=[O:18])=[CH:14][N:13]=2)=[C:8]([CH2:21][OH:22])[O:7][N:6]=1)[CH2:2][CH2:3][CH3:4]. The yield is 0.480. (4) The reactants are [OH:1][N:2]=[C:3]([C:13]1[N:17]([CH3:18])[N:16]=[N:15][N:14]=1)[C:4]1[CH:5]=[C:6]([CH:10]=[CH:11][CH:12]=1)[N:7]([CH3:9])[CH3:8].Br[CH2:20][C:21]1[N:26]=[C:25]([N:27]2[C:35](=[O:36])[C:34]3[C:29](=[CH:30][CH:31]=[CH:32][CH:33]=3)[C:28]2=[O:37])[CH:24]=[CH:23][CH:22]=1.C(=O)([O-])[O-].[Cs+].[Cs+].[I-].[K+]. The catalyst is C(#N)C. The product is [CH3:8][N:7]([CH3:9])[C:6]1[CH:5]=[C:4]([C:3](=[N:2][O:1][CH2:20][C:21]2[N:26]=[C:25]([N:27]3[C:28](=[O:37])[C:29]4[C:34](=[CH:33][CH:32]=[CH:31][CH:30]=4)[C:35]3=[O:36])[CH:24]=[CH:23][CH:22]=2)[C:13]2[N:17]([CH3:18])[N:16]=[N:15][N:14]=2)[CH:12]=[CH:11][CH:10]=1. The yield is 0.970. (5) The reactants are [F:1][C:2]1[CH:7]=[CH:6][C:5]([CH2:8][C:9]2[C:10]([N:16]3[CH2:22][C:21]4[CH:23]=[C:24]([C:27]5[S:31][C:30]([NH:32]C(=O)C)=[N:29][CH:28]=5)[CH:25]=[CH:26][C:20]=4[O:19][CH2:18][CH2:17]3)=[N:11][CH:12]=[N:13][C:14]=2[CH3:15])=[CH:4][CH:3]=1.[OH-].[Na+]. The catalyst is Cl. The product is [F:1][C:2]1[CH:7]=[CH:6][C:5]([CH2:8][C:9]2[C:10]([N:16]3[CH2:22][C:21]4[CH:23]=[C:24]([C:27]5[S:31][C:30]([NH2:32])=[N:29][CH:28]=5)[CH:25]=[CH:26][C:20]=4[O:19][CH2:18][CH2:17]3)=[N:11][CH:12]=[N:13][C:14]=2[CH3:15])=[CH:4][CH:3]=1. The yield is 0.620. (6) The reactants are [NH2:1][C:2]1[CH:7]=[C:6]([C:8]([F:11])([F:10])[F:9])[CH:5]=[CH:4][C:3]=1[C:12](=[O:14])[CH3:13].[O:15](S(C(F)(F)F)(=O)=O)[S:16]([C:19]([F:22])([F:21])[F:20])(=O)=[O:17]. The catalyst is ClCCl. The product is [C:12]([C:3]1[CH:4]=[CH:5][C:6]([C:8]([F:9])([F:10])[F:11])=[CH:7][C:2]=1[NH:1][S:16]([C:19]([F:22])([F:21])[F:20])(=[O:17])=[O:15])(=[O:14])[CH3:13]. The yield is 0.620.